Dataset: Full USPTO retrosynthesis dataset with 1.9M reactions from patents (1976-2016). Task: Predict the reactants needed to synthesize the given product. Given the product [F:24][C:2]([F:1])([F:25])[C:3]1[CH:4]=[C:5]([CH:9]2[CH2:14][NH:13][CH2:12][CH:11]([NH:15][C:16]([C:17]3[CH:22]=[CH:21][CH:20]=[CH:19][CH:18]=3)=[O:23])[CH2:10]2)[CH:6]=[CH:7][CH:8]=1, predict the reactants needed to synthesize it. The reactants are: [F:1][C:2]([F:25])([F:24])[C:3]1[CH:4]=[C:5]([C:9]2[CH:10]=[C:11]([NH:15][C:16](=[O:23])[C:17]3[CH:22]=[CH:21][CH:20]=[CH:19][CH:18]=3)[CH:12]=[N:13][CH:14]=2)[CH:6]=[CH:7][CH:8]=1.